From a dataset of Reaction yield outcomes from USPTO patents with 853,638 reactions. Predict the reaction yield, written as a fraction of the theoretical maximum amount of product (1.0 means a 100% yield; for example, 0.34 means a 34% yield). (1) The reactants are CC1(C)C(C)(C)OB([C:9]2[CH:14]=[CH:13][C:12]([C:15]34[CH2:22][CH2:21][C:18]([CH2:23][C:24]([O:26][CH3:27])=[O:25])([CH2:19][CH2:20]3)[O:17][CH2:16]4)=[CH:11][CH:10]=2)O1.I[C:30]1[CH:35]=[CH:34][C:33]([N+:36]([O-:38])=[O:37])=[CH:32][CH:31]=1.[O-]P([O-])([O-])=O.[K+].[K+].[K+]. The catalyst is C(COC)OC. The product is [N+:36]([C:33]1[CH:34]=[CH:35][C:30]([C:9]2[CH:10]=[CH:11][C:12]([C:15]34[CH2:20][CH2:19][C:18]([CH2:23][C:24]([O:26][CH3:27])=[O:25])([CH2:21][CH2:22]3)[O:17][CH2:16]4)=[CH:13][CH:14]=2)=[CH:31][CH:32]=1)([O-:38])=[O:37]. The yield is 0.790. (2) The reactants are C([O:3][C:4](=[O:49])[CH2:5][CH2:6][CH2:7][O:8][C:9]1[CH:14]=[CH:13][CH:12]=[C:11]([CH2:15][CH2:16][CH2:17][CH2:18][CH2:19][CH2:20][O:21][C:22]2[CH:23]=[C:24]([C:35]3[CH:40]=[CH:39][CH:38]=[C:37]([F:41])[CH:36]=3)[CH:25]=[C:26]([O:28][CH2:29][CH:30]3[CH2:34][CH2:33][CH2:32][CH2:31]3)[CH:27]=2)[C:10]=1[CH2:42][CH2:43][C:44]([O:46]CC)=[O:45])C.[OH-].[Na+]. No catalyst specified. The product is [C:44]([CH2:43][CH2:42][C:10]1[C:11]([CH2:15][CH2:16][CH2:17][CH2:18][CH2:19][CH2:20][O:21][C:22]2[CH:23]=[C:24]([C:35]3[CH:40]=[CH:39][CH:38]=[C:37]([F:41])[CH:36]=3)[CH:25]=[C:26]([O:28][CH2:29][CH:30]3[CH2:34][CH2:33][CH2:32][CH2:31]3)[CH:27]=2)=[CH:12][CH:13]=[CH:14][C:9]=1[O:8][CH2:7][CH2:6][CH2:5][C:4]([OH:49])=[O:3])([OH:46])=[O:45]. The yield is 0.970.